This data is from Catalyst prediction with 721,799 reactions and 888 catalyst types from USPTO. The task is: Predict which catalyst facilitates the given reaction. (1) Reactant: C1(P(C2C=CC=CC=2)C2C=CC=CC=2)C=CC=CC=1.Br[C:21]1[CH:22]=[C:23]2[C:27](=[CH:28][CH:29]=1)[C:26](=[O:30])[CH2:25][CH2:24]2.[C:31]1([C:37]2[N:38]([CH2:61][O:62][CH2:63][CH2:64][Si:65]([CH3:68])([CH3:67])[CH3:66])[C:39]([Sn](CCCC)(CCCC)CCCC)=[C:40]([C:42]3[CH:47]=[CH:46][N:45]=[CH:44][CH:43]=3)[N:41]=2)[CH:36]=[CH:35][CH:34]=[CH:33][CH:32]=1. Product: [C:31]1([CH:37]2[N:38]([CH2:61][O:62][CH2:63][CH2:64][Si:65]([CH3:68])([CH3:67])[CH3:66])[C:39]([C:21]3[CH:22]=[C:23]4[C:27](=[CH:28][CH:29]=3)[C:26](=[O:30])[CH2:25][CH2:24]4)=[C:40]([C:42]3[CH:43]=[CH:44][N:45]=[CH:46][CH:47]=3)[NH:41]2)[CH:32]=[CH:33][CH:34]=[CH:35][CH:36]=1. The catalyst class is: 164. (2) Reactant: [NH2:1][CH2:2][CH:3]([OH:30])[CH2:4][NH:5][C:6]1[C:15]2[C:10](=[CH:11][CH:12]=[C:13]([CH3:16])[CH:14]=2)[N:9]=[C:8]([N:17]2[CH2:23][C:22]3[CH:24]=[CH:25][CH:26]=[CH:27][C:21]=3[S:20](=[O:29])(=[O:28])[CH2:19][CH2:18]2)[CH:7]=1.C([O-])(=O)C.[K+].[N:36]#[C:37]Br.Cl. Product: [NH2:36][C:37]1[O:30][CH:3]([CH2:4][NH:5][C:6]2[C:15]3[C:10](=[CH:11][CH:12]=[C:13]([CH3:16])[CH:14]=3)[N:9]=[C:8]([N:17]3[CH2:23][C:22]4[CH:24]=[CH:25][CH:26]=[CH:27][C:21]=4[S:20](=[O:29])(=[O:28])[CH2:19][CH2:18]3)[CH:7]=2)[CH2:2][N:1]=1. The catalyst class is: 72.